Dataset: Catalyst prediction with 721,799 reactions and 888 catalyst types from USPTO. Task: Predict which catalyst facilitates the given reaction. Reactant: [C:1]([O:5][C:6]([N:8](C)[C@@H:9](C)C(N[C@@H](C(C)C)C(N1C2C(=CC=CC=2)C[C@H]1C(O)=O)=O)=O)=[O:7])([CH3:4])([CH3:3])[CH3:2].C(Cl)CCl.C1C=NC2N(O)N=NC=2C=1.[Cl-].[NH4+].C(N(C(C)C)CC)(C)C. Product: [C:1]([O:5][C:6](=[O:7])[NH:8][CH3:9])([CH3:4])([CH3:3])[CH3:2]. The catalyst class is: 3.